From a dataset of Full USPTO retrosynthesis dataset with 1.9M reactions from patents (1976-2016). Predict the reactants needed to synthesize the given product. (1) The reactants are: [OH-].[Na+].[Br:3][C:4]1[CH:5]=[CH:6][C:7]([NH:20][C:21](=O)[C:22]2[CH:27]=[CH:26][CH:25]=[C:24]([Cl:28])[CH:23]=2)=[C:8]([CH:19]=1)[C:9]([NH:11][CH2:12][C:13]([NH:15][CH:16]([CH3:18])[CH3:17])=[O:14])=[O:10]. Given the product [Br:3][C:4]1[CH:19]=[C:8]2[C:7](=[CH:6][CH:5]=1)[N:20]=[C:21]([C:22]1[CH:27]=[CH:26][CH:25]=[C:24]([Cl:28])[CH:23]=1)[N:11]([CH2:12][C:13]([NH:15][CH:16]([CH3:18])[CH3:17])=[O:14])[C:9]2=[O:10], predict the reactants needed to synthesize it. (2) The reactants are: [CH3:1][NH:2][CH2:3][C:4]1[CH:33]=[CH:32][C:7]([C:8]([NH:10][C:11]2[CH:16]=[CH:15][CH:14]=[C:13]([C:17]3[N:22]4[N:23]=[C:24]([C:26]5[CH:31]=[CH:30][N:29]=[CH:28][CH:27]=5)[CH:25]=[C:21]4[N:20]=[CH:19][CH:18]=3)[CH:12]=2)=[O:9])=[CH:6][C:5]=1[C:34]([F:37])([F:36])[F:35].[Cl:38]CCl.CO. Given the product [ClH:38].[CH3:1][NH:2][CH2:3][C:4]1[CH:33]=[CH:32][C:7]([C:8]([NH:10][C:11]2[CH:16]=[CH:15][CH:14]=[C:13]([C:17]3[N:22]4[N:23]=[C:24]([C:26]5[CH:31]=[CH:30][N:29]=[CH:28][CH:27]=5)[CH:25]=[C:21]4[N:20]=[CH:19][CH:18]=3)[CH:12]=2)=[O:9])=[CH:6][C:5]=1[C:34]([F:37])([F:35])[F:36], predict the reactants needed to synthesize it. (3) Given the product [Cl:1][C:2]1[CH:10]=[CH:9][C:5]([C:6]([N:20]([O:21][CH3:22])[CH3:19])=[O:7])=[C:4]([NH:11][C:12]2[CH:17]=[CH:16][CH:15]=[CH:14][CH:13]=2)[CH:3]=1, predict the reactants needed to synthesize it. The reactants are: [Cl:1][C:2]1[CH:10]=[CH:9][C:5]([C:6](O)=[O:7])=[C:4]([NH:11][C:12]2[CH:17]=[CH:16][CH:15]=[CH:14][CH:13]=2)[CH:3]=1.Cl.[CH3:19][NH:20][O:21][CH3:22].C(N(CC)C(C)C)(C)C. (4) Given the product [CH3:12][O:11][C:8]1[N:7]2[N:13]=[C:14]([C:16]([F:19])([F:17])[F:18])[CH:15]=[C:6]2[C:5]([C:2](=[O:1])[CH2:3][CH3:4])=[CH:10][CH:9]=1, predict the reactants needed to synthesize it. The reactants are: [OH:1][CH:2]([C:5]1[C:6]2[N:7]([N:13]=[C:14]([C:16]([F:19])([F:18])[F:17])[CH:15]=2)[C:8]([O:11][CH3:12])=[CH:9][CH:10]=1)[CH2:3][CH3:4].C(N(CC)CC)C.